This data is from Reaction yield outcomes from USPTO patents with 853,638 reactions. The task is: Predict the reaction yield, written as a fraction of the theoretical maximum amount of product (1.0 means a 100% yield; for example, 0.34 means a 34% yield). (1) The reactants are [OH:1][CH2:2][C@H:3]([NH:8][C:9](=[O:18])[C:10]1[CH:15]=[CH:14][C:13]([CH3:16])=[C:12]([CH3:17])[CH:11]=1)[CH2:4][CH:5]([CH3:7])[CH3:6].[OH-].[Na+].I[CH3:22]. The catalyst is CN(C=O)C. The product is [CH3:22][O:1][CH2:2][C@H:3]([NH:8][C:9](=[O:18])[C:10]1[CH:15]=[CH:14][C:13]([CH3:16])=[C:12]([CH3:17])[CH:11]=1)[CH2:4][CH:5]([CH3:7])[CH3:6]. The yield is 0.730. (2) The catalyst is CS(C)=O. The reactants are [H-].[Na+].CC(C)([C:8]([O-:10])=[O:9])C([O-])=O.F[C:13]1[CH:18]=[CH:17][C:16]([F:19])=[CH:15][C:14]=1[N+:20]([O-:22])=[O:21].[Cl-].[NH4+].[C:25]([O:28][CH2:29]C)(=[O:27])[CH3:26].[CH3:31]CCCCC. The yield is 0.800. The product is [F:19][C:16]1[CH:17]=[CH:18][C:13]([CH:26]([C:8]([O:10][CH3:31])=[O:9])[C:25]([O:28][CH3:29])=[O:27])=[C:14]([N+:20]([O-:22])=[O:21])[CH:15]=1. (3) The reactants are [CH:1]1([S:4]([C:7]2[CH:12]=[CH:11][C:10]([CH:13]([CH2:20][CH:21]3[CH2:26][CH2:25][O:24][CH2:23][CH2:22]3)[C:14](N(OC)C)=[O:15])=[CH:9][CH:8]=2)(=[O:6])=[O:5])[CH2:3][CH2:2]1.[CH:27]([Mg]Br)=[CH2:28].Cl. The catalyst is O1CCCC1. The product is [CH:1]1([S:4]([C:7]2[CH:12]=[CH:11][C:10]([CH:13]([CH2:20][CH:21]3[CH2:26][CH2:25][O:24][CH2:23][CH2:22]3)[C:14](=[O:15])[CH:27]=[CH2:28])=[CH:9][CH:8]=2)(=[O:5])=[O:6])[CH2:2][CH2:3]1. The yield is 0.460. (4) The reactants are [CH:1]1([N:5]2[CH2:10][CH2:9][CH:8]([O:11][C:12]3[CH:17]=[CH:16][C:15]([N:18]4[CH2:23][CH2:22][N:21](C(OCC5C=CC=CC=5)=O)[CH2:20][CH2:19]4)=[CH:14][CH:13]=3)[CH2:7][CH2:6]2)[CH2:4][CH2:3][CH2:2]1. The catalyst is C(O)C.[Pd]. The product is [CH:1]1([N:5]2[CH2:10][CH2:9][CH:8]([O:11][C:12]3[CH:17]=[CH:16][C:15]([N:18]4[CH2:23][CH2:22][NH:21][CH2:20][CH2:19]4)=[CH:14][CH:13]=3)[CH2:7][CH2:6]2)[CH2:4][CH2:3][CH2:2]1. The yield is 0.940.